Dataset: M1 muscarinic receptor antagonist screen with 61,756 compounds. Task: Binary Classification. Given a drug SMILES string, predict its activity (active/inactive) in a high-throughput screening assay against a specified biological target. (1) The drug is s1c(nnc1N(Cc1occc1)C(=O)COC)C1CCOC1. The result is 0 (inactive). (2) The result is 0 (inactive). The drug is O1C(Cc2c(C1=O)cccc2)(C)C(=O)Nc1c(cccc1)C(O)=O. (3) The drug is O=C(N1CCN(CC1)c1ccccc1)c1cc2[nH]c(=O)c(nc2cc1)c1c(NC(=O)C)cccc1. The result is 0 (inactive). (4) The compound is O=C(NC1CCCC1)C(N(Cc1cc(OC)ccc1)C(=O)c1occc1)c1cccnc1. The result is 0 (inactive). (5) The molecule is O1C(=N/C(=C/N(C)C)C1=O)c1cc(OC)ccc1. The result is 0 (inactive). (6) The result is 0 (inactive). The drug is s1c(nn2c(nnc12)c1ccc(OC)cc1)CN1C(=O)c2c(C1=O)cccc2. (7) The molecule is O=c1n(c(nc2n(CCC=3CCCCC3)c3nc4c(nc3c12)cccc4)C)CCC. The result is 0 (inactive). (8) The compound is Fc1ccc(CNC(=O)c2noc3CCCCCc23)cc1. The result is 0 (inactive). (9) The molecule is N1(CCN(CC1)c1ncccc1)c1nnc(c2c1cccc2)c1ccccc1. The result is 1 (active).